The task is: Predict the reaction yield, written as a fraction of the theoretical maximum amount of product (1.0 means a 100% yield; for example, 0.34 means a 34% yield).. This data is from Reaction yield outcomes from USPTO patents with 853,638 reactions. (1) The reactants are [F:1][C:2]1[C:3]([NH2:17])=[N:4][C:5]([O:8][CH2:9][C:10]2[CH:15]=[CH:14][C:13]([CH3:16])=[CH:12][CH:11]=2)=[N:6][CH:7]=1.[Li+].C[Si]([N-][Si](C)(C)C)(C)C.[CH3:28][S:29](Cl)(=[O:31])=[O:30]. The catalyst is C1COCC1. The product is [F:1][C:2]1[C:3]([NH:17][S:29]([CH3:28])(=[O:31])=[O:30])=[N:4][C:5]([O:8][CH2:9][C:10]2[CH:15]=[CH:14][C:13]([CH3:16])=[CH:12][CH:11]=2)=[N:6][CH:7]=1. The yield is 0.260. (2) The reactants are [C:1]([O:5][C:6](=[O:20])[NH:7][C:8]1[CH:13]=[CH:12][C:11]([CH2:14][CH2:15][CH3:16])=[C:10]([N+:17]([O-:19])=[O:18])[CH:9]=1)([CH3:4])([CH3:3])[CH3:2].[CH3:21]I. The catalyst is CN(C=O)C. The product is [C:1]([O:5][C:6](=[O:20])[N:7]([CH3:21])[C:8]1[CH:13]=[CH:12][C:11]([CH2:14][CH2:15][CH3:16])=[C:10]([N+:17]([O-:19])=[O:18])[CH:9]=1)([CH3:2])([CH3:3])[CH3:4]. The yield is 0.520. (3) The catalyst is CN(C)C=O. The yield is 0.450. The product is [CH3:17][CH:18]1[CH2:23][CH2:22][CH2:21][CH2:20][CH:19]1[C:24]([N:12]1[CH2:11][CH2:10][N:9]([C:4]2[C:3]([C:2]([F:1])([F:15])[F:16])=[CH:8][CH:7]=[CH:6][N:5]=2)[CH2:14][CH2:13]1)=[O:25]. The reactants are [F:1][C:2]([F:16])([F:15])[C:3]1[C:4]([N:9]2[CH2:14][CH2:13][NH:12][CH2:11][CH2:10]2)=[N:5][CH:6]=[CH:7][CH:8]=1.[CH3:17][CH:18]1[CH2:23][CH2:22][CH2:21][CH2:20][CH:19]1[C:24](O)=[O:25].F[P-](F)(F)(F)(F)F.N1(O[P+](N(C)C)(N(C)C)N(C)C)C2C=CC=CC=2N=N1. (4) The reactants are Br[C:2]1[N:7]2[CH:8]=[N:9][N:10]=[C:6]2[C:5](=[O:11])[N:4]([CH3:12])[CH:3]=1.[F:13][C:14]1[CH:41]=[C:40]([F:42])[CH:39]=[CH:38][C:15]=1[O:16][C:17]1[CH:22]=[CH:21][C:20]([NH:23][S:24]([CH2:27][CH3:28])(=[O:26])=[O:25])=[CH:19][C:18]=1B1OC(C)(C)C(C)(C)O1.[O-]P([O-])([O-])=O.[K+].[K+].[K+].N#N. The catalyst is O1CCOCC1.O.C1C=CC(P(C2C=CC=CC=2)[C-]2C=CC=C2)=CC=1.C1C=CC(P(C2C=CC=CC=2)[C-]2C=CC=C2)=CC=1.Cl[Pd]Cl.[Fe+2]. The product is [F:13][C:14]1[CH:41]=[C:40]([F:42])[CH:39]=[CH:38][C:15]=1[O:16][C:17]1[CH:18]=[CH:19][C:20]([NH:23][S:24]([CH2:27][CH3:28])(=[O:25])=[O:26])=[CH:21][C:22]=1[C:2]1[N:7]2[CH:8]=[N:9][N:10]=[C:6]2[C:5](=[O:11])[N:4]([CH3:12])[CH:3]=1. The yield is 0.493.